Dataset: Full USPTO retrosynthesis dataset with 1.9M reactions from patents (1976-2016). Task: Predict the reactants needed to synthesize the given product. (1) Given the product [C:1]([O:5][CH:6]([C:10]1[C:11]([CH:29]([CH3:31])[CH3:30])=[N:12][C:13]2[C:14]([CH3:28])([CH3:27])[CH2:15][N:16]([C:48]([C@@H:46]3[CH2:47][C@H:45]3[C:39]3[CH:44]=[CH:43][CH:42]=[CH:41][CH:40]=3)=[O:49])[CH2:17][C:18]=2[C:19]=1[C:20]1[CH:21]=[CH:22][C:23]([F:26])=[CH:24][CH:25]=1)[C:7]([OH:9])=[O:8])([CH3:4])([CH3:3])[CH3:2], predict the reactants needed to synthesize it. The reactants are: [C:1]([O:5][CH:6]([C:10]1[C:11]([CH:29]([CH3:31])[CH3:30])=[N:12][C:13]2[C:14]([CH3:28])([CH3:27])[CH2:15][NH:16][CH2:17][C:18]=2[C:19]=1[C:20]1[CH:25]=[CH:24][C:23]([F:26])=[CH:22][CH:21]=1)[C:7]([OH:9])=[O:8])([CH3:4])([CH3:3])[CH3:2].CCN(CC)CC.[C:39]1([C@@H:45]2[CH2:47][C@H:46]2[C:48](Cl)=[O:49])[CH:44]=[CH:43][CH:42]=[CH:41][CH:40]=1.CO. (2) Given the product [F:42][C:4]1[CH:3]=[C:2]([NH:1][C:57]([C:54]2[C:55](=[O:56])[N:50]([C:47]3[CH:48]=[CH:49][C:44]([F:43])=[CH:45][CH:46]=3)[N:51]=[CH:52][CH:53]=2)=[O:58])[CH:41]=[CH:40][C:5]=1[O:6][C:7]1[CH:12]=[CH:11][N:10]=[C:9]2[N:13]([CH2:31][C:32]3[CH:37]=[CH:36][C:35]([O:38][CH3:39])=[CH:34][CH:33]=3)[N:14]=[C:15]([O:16][CH2:17][CH:18]3[CH2:19][CH2:20][NH:21][CH2:22][CH2:23]3)[C:8]=12, predict the reactants needed to synthesize it. The reactants are: [NH2:1][C:2]1[CH:41]=[CH:40][C:5]([O:6][C:7]2[CH:12]=[CH:11][N:10]=[C:9]3[N:13]([CH2:31][C:32]4[CH:37]=[CH:36][C:35]([O:38][CH3:39])=[CH:34][CH:33]=4)[N:14]=[C:15]([O:16][CH2:17][CH:18]4[CH2:23][CH2:22][N:21](C(OC(C)(C)C)=O)[CH2:20][CH2:19]4)[C:8]=23)=[C:4]([F:42])[CH:3]=1.[F:43][C:44]1[CH:49]=[CH:48][C:47]([N:50]2[C:55](=[O:56])[C:54]([C:57](O)=[O:58])=[CH:53][CH:52]=[N:51]2)=[CH:46][CH:45]=1.C(O)(C(F)(F)F)=O. (3) The reactants are: [F:1][C:2]([F:23])([F:22])[C:3]1[CH:8]=[CH:7][C:6]([NH:9][NH:10][C:11](=[O:21])[C:12]2[CH:17]=[CH:16][C:15]([N+:18]([O-:20])=[O:19])=[CH:14][CH:13]=2)=[CH:5][CH:4]=1.[C:24](Cl)(Cl)=[O:25].[H][H]. Given the product [N+:18]([C:15]1[CH:14]=[CH:13][C:12]([C:11]2[O:21][C:24](=[O:25])[N:9]([C:6]3[CH:5]=[CH:4][C:3]([C:2]([F:22])([F:23])[F:1])=[CH:8][CH:7]=3)[N:10]=2)=[CH:17][CH:16]=1)([O-:20])=[O:19], predict the reactants needed to synthesize it. (4) Given the product [Cl:8][C:6]1[N:5]=[CH:4][N:3]=[C:2]([NH:10][C@@H:11]([C:16]([O:18][CH2:19][CH3:20])=[O:17])[CH2:12][CH2:13][CH2:14][CH3:15])[CH:7]=1, predict the reactants needed to synthesize it. The reactants are: Cl[C:2]1[CH:7]=[C:6]([Cl:8])[N:5]=[CH:4][N:3]=1.Cl.[NH2:10][C@@H:11]([C:16]([O:18][CH2:19][CH3:20])=[O:17])[CH2:12][CH2:13][CH2:14][CH3:15].CCN(C(C)C)C(C)C. (5) Given the product [C:19]([O:23][C:24]([N:10]1[C:18]2[CH:17]=[CH:16][N:15]=[CH:14][C:13]=2[CH:12]=[CH:11]1)=[O:25])([CH3:22])([CH3:21])[CH3:20], predict the reactants needed to synthesize it. The reactants are: CN(C1C=CC=CN=1)C.[NH:10]1[C:18]2[C:13](=[CH:14][N:15]=[CH:16][CH:17]=2)[CH:12]=[CH:11]1.[C:19]([O:23][C:24](O[C:24]([O:23][C:19]([CH3:22])([CH3:21])[CH3:20])=[O:25])=[O:25])([CH3:22])([CH3:21])[CH3:20].